From a dataset of Reaction yield outcomes from USPTO patents with 853,638 reactions. Predict the reaction yield, written as a fraction of the theoretical maximum amount of product (1.0 means a 100% yield; for example, 0.34 means a 34% yield). (1) The reactants are C(NC(C)C)(C)C.[C:8]12([CH3:18])[C:15]([CH3:17])([CH3:16])[CH:12]([CH2:13][CH2:14]1)[CH2:11][C:9]2=[O:10].[CH:19](=[O:21])[CH3:20].C(=O)([O-])O.[Na+]. The catalyst is C1COCC1.CCCCCC. The product is [OH:21][CH:19]([CH:11]1[CH:12]2[C:15]([CH3:17])([CH3:16])[C:8]([CH3:18])([CH2:14][CH2:13]2)[C:9]1=[O:10])[CH3:20]. The yield is 0.800. (2) The reactants are CS(C)=O.C(Cl)(=O)C(Cl)=O.[OH:11][CH2:12][C@@H:13]1[CH2:17][C:16](/[CH:18]=[CH:19]/[CH3:20])=[CH:15][N:14]1[C:21]([C:23]1[CH:28]=[C:27]([O:29][CH3:30])[C:26]([O:31][Si:32]([CH:39]([CH3:41])[CH3:40])([CH:36]([CH3:38])[CH3:37])[CH:33]([CH3:35])[CH3:34])=[CH:25][C:24]=1[NH:42][C:43]([O:45][CH2:46][C:47]1[CH:52]=[CH:51][C:50]([NH:53][C:54](=[O:71])[C@@H:55]([NH:57][C:58](=[O:70])[C@@H:59]([NH:63][C:64](=[O:69])[O:65][CH2:66][CH:67]=[CH2:68])[CH:60]([CH3:62])[CH3:61])[CH3:56])=[CH:49][CH:48]=1)=[O:44])=[O:22].C(N(CC)CC)C. The catalyst is C(Cl)Cl. The product is [OH:11][C@@H:12]1[N:42]([C:43]([O:45][CH2:46][C:47]2[CH:52]=[CH:51][C:50]([NH:53][C:54](=[O:71])[C@@H:55]([NH:57][C:58](=[O:70])[C@@H:59]([NH:63][C:64]([O:65][CH2:66][CH:67]=[CH2:68])=[O:69])[CH:60]([CH3:61])[CH3:62])[CH3:56])=[CH:49][CH:48]=2)=[O:44])[C:24]2[CH:25]=[C:26]([O:31][Si:32]([CH:39]([CH3:40])[CH3:41])([CH:36]([CH3:37])[CH3:38])[CH:33]([CH3:35])[CH3:34])[C:27]([O:29][CH3:30])=[CH:28][C:23]=2[C:21](=[O:22])[N:14]2[CH:15]=[C:16](/[CH:18]=[CH:19]/[CH3:20])[CH2:17][C@@H:13]12. The yield is 0.540. (3) The reactants are [CH3:1][C:2](=[O:7])[CH2:3][C:4](=[O:6])[CH3:5].[CH2:8](Br)[CH2:9][CH2:10][CH3:11].C(=O)([O-])[O-].[K+].[K+]. The yield is 0.550. The catalyst is CC(C)=O. The product is [CH2:8]([CH:3]([C:2](=[O:7])[CH3:1])[C:4](=[O:6])[CH3:5])[CH2:9][CH2:10][CH3:11]. (4) The product is [C:29]([O:28][C:26]([N:25]([O:14][CH2:13][CH2:12][NH:11][C:9]([O:8][CH2:1][C:2]1[CH:7]=[CH:6][CH:5]=[CH:4][CH:3]=1)=[O:10])[C:24]([NH:23][C:21]([O:20][C:16]([CH3:17])([CH3:18])[CH3:19])=[O:22])=[NH:39])=[O:27])([CH3:30])([CH3:31])[CH3:32]. The reactants are [CH2:1]([O:8][C:9]([NH:11][CH2:12][CH2:13][O:14]N)=[O:10])[C:2]1[CH:7]=[CH:6][CH:5]=[CH:4][CH:3]=1.[C:16]([O:20][C:21]([NH:23][C:24](C1C=CNN=1)=[N:25][C:26]([O:28][C:29]([CH3:32])([CH3:31])[CH3:30])=[O:27])=[O:22])([CH3:19])([CH3:18])[CH3:17].C[N:39](C)C=O. The yield is 0.930. No catalyst specified. (5) The reactants are [C:1]([C:4]1[CH:9]=[CH:8][C:7]([NH:10][C:11]2[C:12]3[C:19]([CH3:20])=[C:18]([C:21]([O:23]C)=[O:22])[S:17][C:13]=3[N:14]=[CH:15][N:16]=2)=[C:6]([O:25][CH2:26][CH3:27])[CH:5]=1)(=[O:3])[NH2:2]. The catalyst is [OH-].[NH4+]. The product is [C:1]([C:4]1[CH:9]=[CH:8][C:7]([NH:10][C:11]2[C:12]3[C:19]([CH3:20])=[C:18]([C:21]([OH:23])=[O:22])[S:17][C:13]=3[N:14]=[CH:15][N:16]=2)=[C:6]([O:25][CH2:26][CH3:27])[CH:5]=1)(=[O:3])[NH2:2]. The yield is 0.290. (6) The reactants are [OH:1][C:2]1[CH:3]=[C:4]([C:9]2([C:12]([OH:14])=[O:13])[CH2:11][CH2:10]2)[CH:5]=[CH:6][C:7]=1[OH:8].[CH3:15]C1C=CC(S(O)(=O)=O)=CC=1. The catalyst is CO. The product is [OH:1][C:2]1[CH:3]=[C:4]([C:9]2([C:12]([O:14][CH3:15])=[O:13])[CH2:11][CH2:10]2)[CH:5]=[CH:6][C:7]=1[OH:8]. The yield is 0.910. (7) The reactants are [CH3:1][O:2][C:3]1[CH:4]=[C:5]([C:9]2[CH:15]3[CH2:16][CH:12]([CH2:13][NH:14]3)[CH2:11][CH:10]=2)[CH:6]=[N:7][CH:8]=1.[CH2:17]=O. The catalyst is C(O)=O. The product is [CH3:17][N:14]1[CH2:13][CH:12]2[CH2:16][CH:15]1[C:9]([C:5]1[CH:6]=[N:7][CH:8]=[C:3]([O:2][CH3:1])[CH:4]=1)=[CH:10][CH2:11]2. The yield is 0.560. (8) The reactants are C([O:3][P:4]([CH2:9][CH2:10][C:11]([CH3:34])=[CH:12][CH2:13][C:14]1[C:15]([O:27]CC[Si](C)(C)C)=[C:16]2[C:20](=[C:21]([CH3:25])[C:22]=1[O:23][CH3:24])[CH2:19][O:18][C:17]2=[O:26])(=[O:8])[O:5]CC)C.C[Si](Br)(C)C.N1C(C)=CC=CC=1C. The catalyst is CN(C=O)C.C(Cl)Cl. The product is [OH:27][C:15]1[C:14]([CH2:13][CH:12]=[C:11]([CH3:34])[CH2:10][CH2:9][P:4](=[O:3])([OH:8])[OH:5])=[C:22]([O:23][CH3:24])[C:21]([CH3:25])=[C:20]2[C:16]=1[C:17](=[O:26])[O:18][CH2:19]2. The yield is 0.500.